Dataset: Reaction yield outcomes from USPTO patents with 853,638 reactions. Task: Predict the reaction yield, written as a fraction of the theoretical maximum amount of product (1.0 means a 100% yield; for example, 0.34 means a 34% yield). (1) The product is [CH3:11][O:12][C:13](=[O:23])[CH2:14][CH2:15][C:16]1[C:17](=[O:22])[N:18]([CH2:26][CH:25]=[CH2:24])[CH2:19][CH2:20][CH:21]=1. The reactants are C[Si]([N-][Si](C)(C)C)(C)C.[Na+].[CH3:11][O:12][C:13](=[O:23])[CH2:14][CH2:15][C:16]1[C:17](=[O:22])[NH:18][CH2:19][CH2:20][CH:21]=1.[CH2:24](Br)[CH:25]=[CH2:26]. The catalyst is C1COCC1. The yield is 0.740. (2) The reactants are C([NH:5][S:6]([C:9]1[CH:14]=[CH:13][CH:12]=[C:11]([C:15]2[N:20]=[C:19]([C:21]3[CH:26]=[C:25]([C:27]4[CH:32]=[CH:31][C:30]([O:33][C:34]([F:37])([F:36])[F:35])=[CH:29][CH:28]=4)[CH:24]=[C:23]([CH3:38])[N:22]=3)[CH:18]=[CH:17][CH:16]=2)[CH:10]=1)(=[O:8])=[O:7])(C)(C)C.C(O)(C(F)(F)F)=O. No catalyst specified. The product is [CH3:38][C:23]1[N:22]=[C:21]([C:19]2[CH:18]=[CH:17][CH:16]=[C:15]([C:11]3[CH:10]=[C:9]([S:6]([NH2:5])(=[O:7])=[O:8])[CH:14]=[CH:13][CH:12]=3)[N:20]=2)[CH:26]=[C:25]([C:27]2[CH:32]=[CH:31][C:30]([O:33][C:34]([F:37])([F:35])[F:36])=[CH:29][CH:28]=2)[CH:24]=1. The yield is 0.760.